From a dataset of Reaction yield outcomes from USPTO patents with 853,638 reactions. Predict the reaction yield, written as a fraction of the theoretical maximum amount of product (1.0 means a 100% yield; for example, 0.34 means a 34% yield). (1) The reactants are [C:1](OC(=O)C)(=[O:3])C.C(O)=O.[NH2:11][C@@H:12]1[CH2:16][CH2:15][N:14]([C:17]2[CH:22]=[CH:21][C:20]([O:23][CH2:24][C:25]3[CH:30]=[CH:29][CH:28]=[C:27]([F:31])[CH:26]=3)=[CH:19][CH:18]=2)[C:13]1=[O:32].Cl. The catalyst is O1CCCC1.ClCCl.O.C(N(CC)CC)C. The product is [F:31][C:27]1[CH:26]=[C:25]([CH:30]=[CH:29][CH:28]=1)[CH2:24][O:23][C:20]1[CH:19]=[CH:18][C:17]([N:14]2[CH2:15][CH2:16][C@@H:12]([NH:11][CH:1]=[O:3])[C:13]2=[O:32])=[CH:22][CH:21]=1. The yield is 0.920. (2) The reactants are [CH2:1]([C:3]1[N:8]=[CH:7][C:6]([CH2:9][N:10]=[N+:11]=[N-:12])=[CH:5][CH:4]=1)[CH3:2].ClC1C=CC=C(C(OO)=[O:21])C=1.C(=O)([O-])O.[Na+]. The catalyst is C(Cl)Cl. The product is [N:10]([CH2:9][C:6]1[CH:5]=[CH:4][C:3]([CH2:1][CH3:2])=[N+:8]([O-:21])[CH:7]=1)=[N+:11]=[N-:12]. The yield is 0.876. (3) The reactants are CC([O:5][C:6]([NH:8][CH2:9][C:10]#[N:11])=[O:7])(C)C.C([NH:15][C@H:16]([C:19]([OH:21])=[O:20])CS)(=O)C.N. The catalyst is CO. The product is [NH2:15][C:10](=[NH:11])[CH2:9][NH:8][C:6](=[O:7])[O-:5].[CH3:16][C:19]([OH:21])=[O:20]. The yield is 0.530.